From a dataset of Forward reaction prediction with 1.9M reactions from USPTO patents (1976-2016). Predict the product of the given reaction. Given the reactants [C:1]1([C:7]2([C:12]#[N:13])[CH2:11][CH2:10][CH2:9][CH2:8]2)[CH2:6][CH2:5][CH2:4][CH2:3][CH:2]=1, predict the reaction product. The product is: [CH:1]1([C:7]2([C:12]#[N:13])[CH2:8][CH2:9][CH2:10][CH2:11]2)[CH2:2][CH2:3][CH2:4][CH2:5][CH2:6]1.